This data is from Full USPTO retrosynthesis dataset with 1.9M reactions from patents (1976-2016). The task is: Predict the reactants needed to synthesize the given product. (1) Given the product [Br:1][C:2]1[C:3](=[O:28])[N:4]([CH2:19][C:20]2[CH:21]=[CH:22][C:23]([C:24]([NH2:25])=[O:35])=[CH:26][CH:27]=2)[C:5]([CH3:18])=[CH:6][C:7]=1[O:8][CH2:9][C:10]1[CH:15]=[CH:14][C:13]([F:16])=[CH:12][C:11]=1[F:17], predict the reactants needed to synthesize it. The reactants are: [Br:1][C:2]1[C:3](=[O:28])[N:4]([CH2:19][C:20]2[CH:27]=[CH:26][C:23]([C:24]#[N:25])=[CH:22][CH:21]=2)[C:5]([CH3:18])=[CH:6][C:7]=1[O:8][CH2:9][C:10]1[CH:15]=[CH:14][C:13]([F:16])=[CH:12][C:11]=1[F:17].[F-].[K+].C([OH:35])(C)(C)C. (2) Given the product [Cl:1][C:2]1[CH:10]=[CH:9][C:8]([C:11]2[CH:15]=[N:14][NH:13][N:12]=2)=[CH:7][C:3]=1[C:4]([NH:38][CH2:39][C:40]1([OH:47])[CH2:46][CH2:45][CH2:44][CH2:43][CH2:42][CH2:41]1)=[O:6], predict the reactants needed to synthesize it. The reactants are: [Cl:1][C:2]1[CH:10]=[CH:9][C:8]([C:11]2[CH:15]=[N:14][NH:13][N:12]=2)=[CH:7][C:3]=1[C:4]([OH:6])=O.ON1C2C=CC=CC=2N=N1.CN(C)CCCN=C=NCC.Cl.[NH2:38][CH2:39][C:40]1([OH:47])[CH2:46][CH2:45][CH2:44][CH2:43][CH2:42][CH2:41]1.C(=O)([O-])[O-]. (3) The reactants are: [C:1]([N:8]1[CH2:13][CH2:12][CH:11]([C:14](=O)[CH2:15][C:16]([O:18][CH2:19][CH3:20])=[O:17])[CH2:10][CH2:9]1)([O:3][C:4]([CH3:7])([CH3:6])[CH3:5])=[O:2].[C:22](O)(=O)C(O)=O.[CH:28]1([NH:31][NH2:32])[CH2:30][CH2:29]1.C(C1C=C(NS(C)(=O)=O)C(OC)=C(NC(=O)C2C=CC(C)=C(N3C=C(C4C=NN(C(C)C)C=4C4CC4)N=N3)C=2)C=1)(C)(C)C. Given the product [C:1]([N:8]1[CH2:13][CH2:12][CH:11]([C:14]2[N:31]([CH:28]3[CH2:30][CH2:29]3)[N:32]=[CH:22][C:15]=2[C:16]([O:18][CH2:19][CH3:20])=[O:17])[CH2:10][CH2:9]1)([O:3][C:4]([CH3:7])([CH3:6])[CH3:5])=[O:2], predict the reactants needed to synthesize it. (4) Given the product [CH2:22]([O:1][C:2]1[CH:9]=[C:8]([O:10][C:11]2[CH:20]=[CH:19][C:14]3[B:15]([OH:18])[O:16][CH2:17][C:13]=3[CH:12]=2)[CH:7]=[CH:6][C:3]=1[C:4]#[N:5])[CH3:23], predict the reactants needed to synthesize it. The reactants are: [OH:1][C:2]1[CH:9]=[C:8]([O:10][C:11]2[CH:20]=[CH:19][C:14]3[B:15]([OH:18])[O:16][CH2:17][C:13]=3[CH:12]=2)[CH:7]=[CH:6][C:3]=1[C:4]#[N:5].I[CH2:22][CH3:23].CN(C)C=O.[H-].[Na+]. (5) The reactants are: C(OC([N:8]1[CH:13]([C@@H:14]([OH:29])[C@@H:15]([NH:25][C:26](=[O:28])[CH3:27])[CH2:16][C:17]2[CH:22]=[C:21]([F:23])[CH:20]=[C:19]([F:24])[CH:18]=2)[CH2:12][O:11][C@@H:10]([O:30][CH2:31][CH3:32])[CH2:9]1)=O)(C)(C)C.[F:33][C:34]([F:39])([F:38])[C:35]([OH:37])=[O:36]. Given the product [F:33][C:34]([F:39])([F:38])[C:35]([OH:37])=[O:36].[F:24][C:19]1[CH:18]=[C:17]([CH:22]=[C:21]([F:23])[CH:20]=1)[CH2:16][C@H:15]([NH:25][C:26](=[O:28])[CH3:27])[C@@H:14]([C@H:13]1[CH2:12][O:11][C@H:10]([O:30][CH2:31][CH3:32])[CH2:9][NH:8]1)[OH:29], predict the reactants needed to synthesize it. (6) The reactants are: [CH3:1][O:2][C:3]1[CH:8]=[C:7]([C:9]([F:12])([F:11])[F:10])[CH:6]=[CH:5][C:4]=1[N:13]1[C:18](=[O:19])[CH:17]([CH3:20])[O:16][C:15]2[CH:21]=[C:22]([S:25]([N:28](CC3C=CC(OC)=CC=3)[C:29]3[S:30][CH:31]=[CH:32][N:33]=3)(=[O:27])=[O:26])[CH:23]=[CH:24][C:14]1=2.[CH3:43][Si]([N-][Si](C)(C)C)(C)C.[Li+].CI.[Cl-].[NH4+].FC(F)(F)C(O)=O. Given the product [CH3:1][O:2][C:3]1[CH:8]=[C:7]([C:9]([F:11])([F:10])[F:12])[CH:6]=[CH:5][C:4]=1[N:13]1[C:18](=[O:19])[C:17]([CH3:43])([CH3:20])[O:16][C:15]2[CH:21]=[C:22]([S:25]([NH:28][C:29]3[S:30][CH:31]=[CH:32][N:33]=3)(=[O:26])=[O:27])[CH:23]=[CH:24][C:14]1=2, predict the reactants needed to synthesize it. (7) The reactants are: [H-].[Na+].[O:3]=[C:4]1[NH:9][CH2:8][CH2:7][N:6]([C:10]([O:12][CH2:13][C:14]2[CH:19]=[CH:18][CH:17]=[CH:16][CH:15]=2)=[O:11])[CH2:5]1.Cl[CH2:21][C:22]1[N:26]([CH3:27])[N:25]=[CH:24][N:23]=1.O. Given the product [CH3:27][N:26]1[C:22]([CH2:21][N:9]2[CH2:8][CH2:7][N:6]([C:10]([O:12][CH2:13][C:14]3[CH:19]=[CH:18][CH:17]=[CH:16][CH:15]=3)=[O:11])[CH2:5][C:4]2=[O:3])=[N:23][CH:24]=[N:25]1, predict the reactants needed to synthesize it. (8) Given the product [F:29][C:14]([F:13])([F:28])[C:15]1[CH:16]=[C:17]([N:21]2[CH2:26][C@@H:25]3[CH2:27][C@H:22]2[CH2:23][N:24]3[C:2]2[S:3][C:4]([C:7]([O:9][CH2:10][CH3:11])=[O:8])=[CH:5][N:6]=2)[CH:18]=[CH:19][CH:20]=1, predict the reactants needed to synthesize it. The reactants are: Br[C:2]1[S:3][C:4]([C:7]([O:9][CH2:10][CH3:11])=[O:8])=[CH:5][N:6]=1.[Cl-].[F:13][C:14]([F:29])([F:28])[C:15]1[CH:16]=[C:17]([N:21]2[CH2:26][C@@H:25]3[CH2:27][C@H:22]2[CH2:23][NH2+:24]3)[CH:18]=[CH:19][CH:20]=1.C(N(CC)CC)C.C1COCC1.